From a dataset of Forward reaction prediction with 1.9M reactions from USPTO patents (1976-2016). Predict the product of the given reaction. (1) Given the reactants CO[C:3](=[O:24])[CH2:4][N:5]1[CH2:9][CH2:8][CH2:7][C@@:6]1([C:11]1[NH:12][C:13]2[CH:14]=[CH:15][CH:16]=[C:17]([C:20]([O:22][CH3:23])=[O:21])[C:18]=2[CH:19]=1)[CH3:10].CS(O)(=O)=O.C([O-])(O)=O.[Na+], predict the reaction product. The product is: [CH3:10][C@@:6]12[C:11]3[NH:12][C:13]4[CH:14]=[CH:15][CH:16]=[C:17]([C:20]([O:22][CH3:23])=[O:21])[C:18]=4[C:19]=3[C:3](=[O:24])[CH2:4][N:5]1[CH2:9][CH2:8][CH2:7]2. (2) Given the reactants [H-].[Na+].[O:3]1[CH2:7][CH2:6][C@H:5]([OH:8])[CH2:4]1.[C:9]([C:11]1[CH:12]=[C:13]([NH:17][C:18]2[C:27]3[C:22](=[CH:23][C:24](F)=[C:25]([N+:28]([O-:30])=[O:29])[CH:26]=3)[N:21]=[CH:20][N:19]=2)[CH:14]=[CH:15][CH:16]=1)#[CH:10], predict the reaction product. The product is: [C:9]([C:11]1[CH:12]=[C:13]([NH:17][C:18]2[C:27]3[C:22](=[CH:23][C:24]([O:8][C@H:5]4[CH2:6][CH2:7][O:3][CH2:4]4)=[C:25]([N+:28]([O-:30])=[O:29])[CH:26]=3)[N:21]=[CH:20][N:19]=2)[CH:14]=[CH:15][CH:16]=1)#[CH:10]. (3) Given the reactants [N:1]([CH2:4][C@@H:5]1[C@H:8]([NH:9][C:10](=[O:46])/[C:11](=[N:25]\[O:26][C:27]2([C:30]([O:32][CH:33]([C:40]3[CH:45]=[CH:44][CH:43]=[CH:42][CH:41]=3)[C:34]3[CH:39]=[CH:38][CH:37]=[CH:36][CH:35]=3)=[O:31])[CH2:29][CH2:28]2)/[C:12]2[N:13]=[C:14]([NH:17][C:18]([O:20][C:21]([CH3:24])([CH3:23])[CH3:22])=[O:19])[S:15][CH:16]=2)[C:7](=[O:47])[NH:6]1)=[N+]=[N-].C1C=CC(P(C2C=CC=CC=2)C2C=CC=CC=2)=CC=1, predict the reaction product. The product is: [NH2:1][CH2:4][C@@H:5]1[C@H:8]([NH:9][C:10](=[O:46])/[C:11](=[N:25]\[O:26][C:27]2([C:30]([O:32][CH:33]([C:40]3[CH:45]=[CH:44][CH:43]=[CH:42][CH:41]=3)[C:34]3[CH:39]=[CH:38][CH:37]=[CH:36][CH:35]=3)=[O:31])[CH2:29][CH2:28]2)/[C:12]2[N:13]=[C:14]([NH:17][C:18]([O:20][C:21]([CH3:24])([CH3:23])[CH3:22])=[O:19])[S:15][CH:16]=2)[C:7](=[O:47])[NH:6]1. (4) Given the reactants [CH3:1][N:2]([CH3:18])[CH2:3][C@H:4]([CH3:17])[C@:5]([C:9]1[CH:14]=[CH:13][CH:12]=[C:11]([O:15][CH3:16])[CH:10]=1)([OH:8])[CH2:6][CH3:7].S(=O)(=O)(O)O.CS(O)(=O)=O.[C:29]1([CH3:39])[CH:34]=[CH:33][C:32]([S:35](O)(=[O:37])=[O:36])=[CH:31][CH:30]=1.[OH-].[Na+], predict the reaction product. The product is: [CH3:39][C:29]1[CH:34]=[CH:33][C:32]([S:35]([O:8][C@:5]([C:9]2[CH:14]=[CH:13][CH:12]=[C:11]([O:15][CH3:16])[CH:10]=2)([CH2:6][CH3:7])[C@@H:4]([CH3:17])[CH2:3][N:2]([CH3:1])[CH3:18])(=[O:37])=[O:36])=[CH:31][CH:30]=1. (5) Given the reactants [CH3:1][O:2][C:3]1[CH:8]=[CH:7][CH:6]=[CH:5][C:4]=1[S:9][CH2:10][CH2:11][CH2:12][CH2:13][CH2:14][C:15](O)=O.BrCCCCCC[CH2:25][CH2:26][CH2:27][C:28]([O:30]CC)=[O:29].COC1C=CC=CC=1S.[OH-].[K+], predict the reaction product. The product is: [CH3:1][O:2][C:3]1[CH:8]=[CH:7][CH:6]=[CH:5][C:4]=1[S:9][CH2:10][CH2:11][CH2:12][CH2:13][CH2:14][CH2:15][CH2:25][CH2:26][CH2:27][C:28]([OH:30])=[O:29]. (6) Given the reactants [CH:1]([O:4][C:5](=[O:27])[C:6]1[CH:11]=[CH:10][CH:9]=[C:8]([C:12]#[C:13][C:14]2[CH:19]=[CH:18][C:17]([CH2:20][C:21]([O:23]CC)=[O:22])=[C:16]([F:26])[CH:15]=2)[CH:7]=1)([CH3:3])[CH3:2].[OH-].[Li+], predict the reaction product. The product is: [CH:1]([O:4][C:5](=[O:27])[C:6]1[CH:11]=[CH:10][CH:9]=[C:8]([C:12]#[C:13][C:14]2[CH:19]=[CH:18][C:17]([CH2:20][C:21]([OH:23])=[O:22])=[C:16]([F:26])[CH:15]=2)[CH:7]=1)([CH3:3])[CH3:2]. (7) Given the reactants Cl[C:2]1[CH:7]=[C:6]([O:8][CH2:9][CH:10]=[CH:11][CH2:12][CH3:13])[N:5]=[CH:4][N:3]=1.[NH:14]1[CH2:19][CH:18]=[CH:17][CH2:16][CH2:15]1, predict the reaction product. The product is: [CH2:9]([O:8][C:6]1[CH:7]=[C:2]([N:14]2[CH:15]=[CH:16][CH:17]=[CH:18][CH2:19]2)[N:3]=[CH:4][N:5]=1)[C:10]#[C:11][CH2:12][CH3:13]. (8) Given the reactants [CH2:1]([OH:8])[C:2]1[CH:7]=[CH:6][CH:5]=[CH:4][CH:3]=1.C(N([CH:15]([CH3:17])[CH3:16])CC)(C)C.Cl[Si:19](Cl)([CH:23]([CH3:25])[CH3:24])[CH:20](C)[CH3:21].[C-]#[C-].[Li+].[Li+].C(N)CN, predict the reaction product. The product is: [CH2:1]([O:8][Si:19]([C:20]#[CH:21])([CH:15]([CH3:16])[CH3:17])[CH:23]([CH3:25])[CH3:24])[C:2]1[CH:7]=[CH:6][CH:5]=[CH:4][CH:3]=1.